Dataset: NCI-60 drug combinations with 297,098 pairs across 59 cell lines. Task: Regression. Given two drug SMILES strings and cell line genomic features, predict the synergy score measuring deviation from expected non-interaction effect. (1) Drug 1: CC1=C2C(C(=O)C3(C(CC4C(C3C(C(C2(C)C)(CC1OC(=O)C(C(C5=CC=CC=C5)NC(=O)C6=CC=CC=C6)O)O)OC(=O)C7=CC=CC=C7)(CO4)OC(=O)C)O)C)OC(=O)C. Drug 2: CNC(=O)C1=NC=CC(=C1)OC2=CC=C(C=C2)NC(=O)NC3=CC(=C(C=C3)Cl)C(F)(F)F. Cell line: NCI-H226. Synergy scores: CSS=23.5, Synergy_ZIP=1.20, Synergy_Bliss=4.31, Synergy_Loewe=-66.5, Synergy_HSA=2.71. (2) Drug 1: CN(C)N=NC1=C(NC=N1)C(=O)N. Drug 2: CC1=C2C(C(=O)C3(C(CC4C(C3C(C(C2(C)C)(CC1OC(=O)C(C(C5=CC=CC=C5)NC(=O)C6=CC=CC=C6)O)O)OC(=O)C7=CC=CC=C7)(CO4)OC(=O)C)O)C)OC(=O)C. Cell line: KM12. Synergy scores: CSS=32.2, Synergy_ZIP=0.265, Synergy_Bliss=0.338, Synergy_Loewe=-9.61, Synergy_HSA=8.32.